From a dataset of Full USPTO retrosynthesis dataset with 1.9M reactions from patents (1976-2016). Predict the reactants needed to synthesize the given product. (1) The reactants are: O=[C:2]1[CH2:7][CH2:6][CH:5]([C:8]([O:10][CH3:11])=[O:9])[CH2:4][CH2:3]1.[NH:12]1[CH2:17][CH2:16][O:15][CH2:14][CH2:13]1. Given the product [O:15]1[CH2:16][CH2:17][N:12]([C:2]2[CH2:7][CH2:6][CH:5]([C:8]([O:10][CH3:11])=[O:9])[CH2:4][CH:3]=2)[CH2:13][CH2:14]1, predict the reactants needed to synthesize it. (2) Given the product [CH3:27][O:26][CH2:25][CH2:24][NH:23][C:21]1[C:20]2[C:19](=[O:28])[N:18]([CH3:29])[CH:17]=[N:16][C:15]=2[CH:14]=[C:13]([C:2]2[CH:11]=[CH:10][C:5]3[N:6]=[C:7]([CH3:9])[O:8][C:4]=3[CH:3]=2)[N:22]=1, predict the reactants needed to synthesize it. The reactants are: Br[C:2]1[CH:11]=[CH:10][C:5]2[N:6]=[C:7]([CH3:9])[O:8][C:4]=2[CH:3]=1.Cl[C:13]1[N:22]=[C:21]([NH:23][CH2:24][CH2:25][O:26][CH3:27])[C:20]2[C:19](=[O:28])[N:18]([CH3:29])[CH:17]=[N:16][C:15]=2[CH:14]=1.